From a dataset of Full USPTO retrosynthesis dataset with 1.9M reactions from patents (1976-2016). Predict the reactants needed to synthesize the given product. (1) Given the product [OH:4][CH2:3][C@@H:2]([NH:1][C:10](=[O:9])[O:12][C:13]([CH3:16])([CH3:15])[CH3:14])[CH2:5][CH:6]([CH3:8])[CH3:7], predict the reactants needed to synthesize it. The reactants are: [NH2:1][C@@H:2]([CH2:5][CH:6]([CH3:8])[CH3:7])[CH2:3][OH:4].[O:9](C(OC(C)(C)C)=O)[C:10]([O:12][C:13]([CH3:16])([CH3:15])[CH3:14])=O. (2) Given the product [Cl:1][C:2]1[CH:3]=[C:4]([C:26]2[S:30][C:29]([C:31]([OH:33])=[O:32])=[N:28][C:27]=2[C:36]2[CH:41]=[CH:40][CH:39]=[C:38]([Cl:42])[CH:37]=2)[CH:5]=[CH:6][C:7]=1[F:8], predict the reactants needed to synthesize it. The reactants are: [Cl:1][C:2]1[CH:3]=[C:4](C2N=C(C(O)=O)SC=2C2C=C(F)C=C(Cl)C=2)[CH:5]=[CH:6][C:7]=1[F:8].Br[C:26]1[S:30][C:29]([C:31]([O:33]CC)=[O:32])=[N:28][C:27]=1[C:36]1[CH:41]=[CH:40][CH:39]=[C:38]([Cl:42])[CH:37]=1. (3) Given the product [CH2:1]([C:3]1[CH:4]=[C:5]([CH:10]=[CH:11][C:12]=1[N:13]([CH3:24])[C:14]1[N:19]=[CH:18][C:17]2[N:20]=[CH:21][N:22]([CH3:23])[C:16]=2[CH:15]=1)[C:6]([O-:8])=[O:7])[CH3:2].[Na+:26], predict the reactants needed to synthesize it. The reactants are: [CH2:1]([C:3]1[CH:4]=[C:5]([CH:10]=[CH:11][C:12]=1[N:13]([CH3:24])[C:14]1[N:19]=[CH:18][C:17]2[N:20]=[CH:21][N:22]([CH3:23])[C:16]=2[CH:15]=1)[C:6]([O:8]C)=[O:7])[CH3:2].[OH-].[Na+:26]. (4) Given the product [C:23]([C:25]1[C:26]([O:12][CH2:11][CH2:10][CH2:9][C:8]2[C:4]([CH:1]([CH3:3])[CH3:2])=[N:5][N:6]([C:13]3[CH:18]=[CH:17][C:16]([C:19]([F:21])([F:20])[F:22])=[CH:15][N:14]=3)[CH:7]=2)=[C:27]([CH2:31][C:32]([O:34][CH3:35])=[O:33])[CH:28]=[CH:29][CH:30]=1)#[N:24], predict the reactants needed to synthesize it. The reactants are: [CH:1]([C:4]1[C:8]([CH2:9][CH2:10][CH2:11][OH:12])=[CH:7][N:6]([C:13]2[CH:18]=[CH:17][C:16]([C:19]([F:22])([F:21])[F:20])=[CH:15][N:14]=2)[N:5]=1)([CH3:3])[CH3:2].[C:23]([C:25]1[C:26](O)=[C:27]([CH2:31][C:32]([O:34][CH3:35])=[O:33])[CH:28]=[CH:29][CH:30]=1)#[N:24].C(P(CCCC)CCCC)CCC.N(C(N1CCCCC1)=O)=NC(N1CCCCC1)=O. (5) Given the product [F:38][C:3]1[CH:4]=[C:5]2[C:11]([C:12]3[CH:13]=[C:14]([CH:35]=[CH:36][CH:37]=3)[CH2:15][NH:16][C:17]([C:19]3[C:20](=[O:34])[N:21]([CH2:25][C:26]4[CH:31]=[CH:30][C:29]([F:32])=[C:28]([F:33])[CH:27]=4)[CH:22]=[CH:23][CH:24]=3)=[O:18])=[CH:10][NH:9][C:6]2=[N:7][CH:8]=1, predict the reactants needed to synthesize it. The reactants are: C([C:3]1[CH:4]=[C:5]2[C:11]([C:12]3[CH:13]=[C:14]([CH:35]=[CH:36][CH:37]=3)[CH2:15][NH:16][C:17]([C:19]3[C:20](=[O:34])[N:21]([CH2:25][C:26]4[CH:31]=[CH:30][C:29]([F:32])=[C:28]([F:33])[CH:27]=4)[CH:22]=[CH:23][CH:24]=3)=[O:18])=[CH:10][NH:9][C:6]2=[N:7][CH:8]=1)#N.[F:38]C1C=C(C=CC=1F)CN1C=CC=C(C(NCC2C=C(B(O)O)C=CC=2)=O)C1=O.[B].FC1C=C2C(I)=CNC2=NC=1. (6) Given the product [CH2:37]([O:36][C:34](=[O:35])[N:32]([CH3:33])[CH:30]([C:29](=[O:44])[NH:28][CH:24]([C:23]([N:20]1[CH2:21][CH2:22][CH:9]2[NH:8][CH2:12][CH:11]([O:13][C:14]3[CH:19]=[CH:18][CH:17]=[CH:16][CH:15]=3)[CH:10]12)=[O:45])[CH:25]([CH3:27])[CH3:26])[CH3:31])[C:38]1[CH:39]=[CH:40][CH:41]=[CH:42][CH:43]=1, predict the reactants needed to synthesize it. The reactants are: C(OC([N:8]1[CH2:12][CH:11]([O:13][C:14]2[CH:19]=[CH:18][CH:17]=[CH:16][CH:15]=2)[CH:10]2[N:20]([C:23](=[O:45])[CH:24]([NH:28][C:29](=[O:44])[CH:30]([N:32]([C:34]([O:36][CH2:37][C:38]3[CH:43]=[CH:42][CH:41]=[CH:40][CH:39]=3)=[O:35])[CH3:33])[CH3:31])[CH:25]([CH3:27])[CH3:26])[CH2:21][CH2:22][CH:9]12)=O)(C)(C)C.C(O)(C(F)(F)F)=O. (7) Given the product [Cl:1][C:2]1[CH:3]=[C:4]([CH:5]=[C:6]([N+:8]([O-:10])=[O:9])[CH:7]=1)[O:14][C:15]1[CH:16]=[CH:17][C:18]([NH:21][C:22](=[O:24])[CH3:23])=[CH:19][CH:20]=1, predict the reactants needed to synthesize it. The reactants are: [Cl:1][C:2]1[CH:7]=[C:6]([N+:8]([O-:10])=[O:9])[CH:5]=[C:4]([N+]([O-])=O)[CH:3]=1.[OH:14][C:15]1[CH:20]=[CH:19][C:18]([NH:21][C:22](=[O:24])[CH3:23])=[CH:17][CH:16]=1.C([O-])([O-])=O.[K+].[K+].